Dataset: Peptide-MHC class II binding affinity with 134,281 pairs from IEDB. Task: Regression. Given a peptide amino acid sequence and an MHC pseudo amino acid sequence, predict their binding affinity value. This is MHC class II binding data. (1) The binding affinity (normalized) is 0.0284. The peptide sequence is KAFAEGLSGEPKGGA. The MHC is HLA-DQA10101-DQB10501 with pseudo-sequence HLA-DQA10101-DQB10501. (2) The peptide sequence is VDKFLANVSTVLTGK. The MHC is DRB1_1602 with pseudo-sequence DRB1_1602. The binding affinity (normalized) is 0.732. (3) The peptide sequence is KAFAEGLSGEPKGGA. The MHC is HLA-DQA10301-DQB10302 with pseudo-sequence HLA-DQA10301-DQB10302. The binding affinity (normalized) is 0.161. (4) The peptide sequence is KIPKKASEGAVDIIN. The MHC is HLA-DQA10104-DQB10503 with pseudo-sequence HLA-DQA10104-DQB10503. The binding affinity (normalized) is 0.160. (5) The peptide sequence is GLVPKLDAAYSVAYK. The MHC is HLA-DQA10101-DQB10501 with pseudo-sequence HLA-DQA10101-DQB10501. The binding affinity (normalized) is 0.270. (6) The peptide sequence is FFKVAATAANAAPAN. The MHC is DRB1_0901 with pseudo-sequence DRB1_0901. The binding affinity (normalized) is 0.498. (7) The peptide sequence is AAATAGTTVYGSFAA. The MHC is HLA-DPA10103-DPB10401 with pseudo-sequence HLA-DPA10103-DPB10401. The binding affinity (normalized) is 0.163. (8) The peptide sequence is AFILDGDNLFPKV. The MHC is HLA-DQA10104-DQB10503 with pseudo-sequence HLA-DQA10104-DQB10503. The binding affinity (normalized) is 0. (9) The peptide sequence is KMLLDNINTPEGIIP. The MHC is DRB5_0101 with pseudo-sequence DRB5_0101. The binding affinity (normalized) is 0.134.